This data is from Forward reaction prediction with 1.9M reactions from USPTO patents (1976-2016). The task is: Predict the product of the given reaction. Given the reactants Cl[C:2]1[N:11]=[C:10]([NH:12][CH2:13][CH:14]([C:18]2[CH:23]=[CH:22][CH:21]=[CH:20][CH:19]=2)[CH:15]([CH3:17])[CH3:16])[C:9]2[C:4](=[CH:5][CH:6]=[CH:7][CH:8]=2)[N:3]=1.[CH3:24][S:25]([NH:28][C:29]1[CH:34]=[CH:33][C:32](B(O)O)=[CH:31][CH:30]=1)(=[O:27])=[O:26].C1(C(C2C=CC=CN=2)CNC2C3C(=CC=CC=3)N=C(C3C=CC(NS(C)(=O)=O)=CC=3)N=2)C=CC=CC=1, predict the reaction product. The product is: [CH3:16][CH:15]([CH3:17])[CH:14]([C:18]1[CH:23]=[CH:22][CH:21]=[CH:20][CH:19]=1)[CH2:13][NH:12][C:10]1[C:9]2[C:4](=[CH:5][CH:6]=[CH:7][CH:8]=2)[N:3]=[C:2]([C:32]2[CH:31]=[CH:30][C:29]([NH:28][S:25]([CH3:24])(=[O:26])=[O:27])=[CH:34][CH:33]=2)[N:11]=1.